This data is from Catalyst prediction with 721,799 reactions and 888 catalyst types from USPTO. The task is: Predict which catalyst facilitates the given reaction. (1) Reactant: CC(C)(S([NH:6][CH2:7][C:8]1[N:16]2[C:11]([CH2:12][CH2:13][CH2:14][CH2:15]2)=[CH:10][C:9]=1[C:17]([O:19][CH3:20])=[O:18])=O)C.Cl.C(OCC)C.C([O-])(O)=O.[Na+]. Product: [NH2:6][CH2:7][C:8]1[N:16]2[C:11]([CH2:12][CH2:13][CH2:14][CH2:15]2)=[CH:10][C:9]=1[C:17]([O:19][CH3:20])=[O:18]. The catalyst class is: 4. (2) Product: [CH3:14][N:1]1[C:9]2[C:4](=[N:5][CH:6]=[CH:7][CH:8]=2)[C:3]([CH:10]=[O:11])=[CH:2]1. The catalyst class is: 3. Reactant: [NH:1]1[C:9]2[C:4](=[N:5][CH:6]=[CH:7][CH:8]=2)[C:3]([CH:10]=[O:11])=[CH:2]1.[H-].[Na+].[CH3:14]I.O. (3) Reactant: F[C:2]1[CH:9]=[C:8]([C:10]([F:13])([F:12])[F:11])[CH:7]=[CH:6][C:3]=1[CH:4]=[O:5].[NH:14]1[CH2:18][CH2:17][CH2:16][CH:15]1[C:19]([O:21]CC)=[O:20].C(=O)([O-])[O-].[K+].[K+]. Product: [CH:4]([C:3]1[CH:6]=[CH:7][C:8]([C:10]([F:13])([F:12])[F:11])=[CH:9][C:2]=1[N:14]1[CH2:18][CH2:17][CH2:16][CH:15]1[C:19]([OH:21])=[O:20])=[O:5]. The catalyst class is: 16. (4) Reactant: [NH2:1][CH2:2][CH2:3][CH2:4][CH2:5][N:6]1[CH2:11][CH2:10][CH:9]([C:12]2[CH:13]=[C:14]([NH:18][C:19](=[O:23])[CH:20]([CH3:22])[CH3:21])[CH:15]=[CH:16][CH:17]=2)[CH2:8][CH2:7]1.[Cl:24][C:25]1[CH:40]=[CH:39][C:28]([O:29][C:30]2[N:38]=[CH:37][CH:36]=[CH:35][C:31]=2[C:32](Cl)=[O:33])=[CH:27][CH:26]=1. Product: [Cl:24][C:25]1[CH:26]=[CH:27][C:28]([O:29][C:30]2[N:38]=[CH:37][CH:36]=[CH:35][C:31]=2[C:32]([NH:1][CH2:2][CH2:3][CH2:4][CH2:5][N:6]2[CH2:7][CH2:8][CH:9]([C:12]3[CH:17]=[CH:16][CH:15]=[C:14]([NH:18][C:19](=[O:23])[CH:20]([CH3:21])[CH3:22])[CH:13]=3)[CH2:10][CH2:11]2)=[O:33])=[CH:39][CH:40]=1. The catalyst class is: 76.